From a dataset of Reaction yield outcomes from USPTO patents with 853,638 reactions. Predict the reaction yield, written as a fraction of the theoretical maximum amount of product (1.0 means a 100% yield; for example, 0.34 means a 34% yield). (1) The reactants are C([O:3][C:4](=[O:28])[CH2:5][NH:6][C:7]([C:9]1[C:14](=[O:15])[N:13]([C:16]2[CH:21]=[CH:20][CH:19]=[CH:18][CH:17]=2)[C:12]([OH:22])=[C:11]([C:23](OC)=[O:24])[C:10]=1[OH:27])=[O:8])C.[CH2:29]([NH2:33])[CH:30]([CH3:32])[CH3:31].Cl. The catalyst is C(Cl)(Cl)Cl. The product is [OH:27][C:10]1[C:11]([C:23]([NH:33][CH2:29][CH:30]([CH3:32])[CH3:31])=[O:24])=[C:12]([OH:22])[N:13]([C:16]2[CH:17]=[CH:18][CH:19]=[CH:20][CH:21]=2)[C:14](=[O:15])[C:9]=1[C:7]([NH:6][CH2:5][C:4]([OH:3])=[O:28])=[O:8]. The yield is 0.387. (2) The reactants are [CH3:1][S:2]([N:5]1[CH2:10][CH2:9][NH:8][CH2:7][CH2:6]1)(=[O:4])=[O:3].[NH2:11][C:12]1[N:17]=[C:16]([CH3:18])[N:15]=[C:14]([C:19]2[N:24]=[C:23]([C:25](=O)[CH3:26])[CH:22]=[N:21][C:20]=2[NH:28][C:29]2[CH:30]=[N:31][C:32]([O:36][CH3:37])=[C:33]([F:35])[CH:34]=2)[CH:13]=1.C(Cl)Cl.C(O[BH-](OC(=O)C)OC(=O)C)(=O)C.[Na+]. The catalyst is O1CCCC1.N.CC(C)[O-].[Ti+4].CC(C)[O-].CC(C)[O-].CC(C)[O-]. The product is [F:35][C:33]1[CH:34]=[C:29]([NH:28][C:20]2[C:19]([C:14]3[N:15]=[C:16]([CH3:18])[N:17]=[C:12]([NH2:11])[CH:13]=3)=[N:24][C:23]([CH:25]([N:8]3[CH2:9][CH2:10][N:5]([S:2]([CH3:1])(=[O:4])=[O:3])[CH2:6][CH2:7]3)[CH3:26])=[CH:22][N:21]=2)[CH:30]=[N:31][C:32]=1[O:36][CH3:37]. The yield is 0.230.